From a dataset of Full USPTO retrosynthesis dataset with 1.9M reactions from patents (1976-2016). Predict the reactants needed to synthesize the given product. (1) Given the product [C:1]([C:5]1[N:9]([CH2:10][CH:11]2[CH2:16][CH2:15][C:14]([F:18])([F:17])[CH2:13][CH2:12]2)[C:8]2[CH:19]=[CH:20][C:21]([NH2:23])=[CH:22][C:7]=2[N:6]=1)([CH3:4])([CH3:2])[CH3:3], predict the reactants needed to synthesize it. The reactants are: [C:1]([C:5]1[N:9]([CH2:10][CH:11]2[CH2:16][CH2:15][C:14]([F:18])([F:17])[CH2:13][CH2:12]2)[C:8]2[CH:19]=[CH:20][C:21]([NH:23]C(=O)C)=[CH:22][C:7]=2[N:6]=1)([CH3:4])([CH3:3])[CH3:2].Cl. (2) Given the product [C:29]([O:33][C:34]([N:36]1[CH2:41][CH2:40][CH:39]([CH2:42][NH:43][C:4]2[CH:5]=[C:6]3[C:10](=[C:2]([Cl:1])[CH:3]=2)[C:9](=[O:11])[N:8]([CH2:12][C:13]2[CH:18]=[CH:17][C:16]([O:19][C:20]([F:21])([F:23])[F:22])=[CH:15][CH:14]=2)[CH2:7]3)[CH2:38][CH2:37]1)=[O:35])([CH3:32])([CH3:31])[CH3:30], predict the reactants needed to synthesize it. The reactants are: [Cl:1][C:2]1[CH:3]=[C:4](C=O)[CH:5]=[C:6]2[C:10]=1[C:9](=[O:11])[N:8]([CH2:12][C:13]1[CH:18]=[CH:17][C:16]([O:19][C:20]([F:23])([F:22])[F:21])=[CH:15][CH:14]=1)[CH2:7]2.C(O)=O.[C:29]([O:33][C:34]([N:36]1[CH2:41][CH2:40][CH:39]([CH2:42][NH2:43])[CH2:38][CH2:37]1)=[O:35])([CH3:32])([CH3:31])[CH3:30].C([BH3-])#N.[Na+]. (3) Given the product [C:11]1([N:4]2[C:5]3[C:10](=[CH:9][CH:8]=[CH:7][CH:6]=3)[C:2]([NH:17][C:18]3[CH:23]=[CH:22][CH:21]=[CH:20][CH:19]=3)=[N:3]2)[CH:16]=[CH:15][CH:14]=[CH:13][CH:12]=1, predict the reactants needed to synthesize it. The reactants are: Cl[C:2]1[C:10]2[C:5](=[CH:6][CH:7]=[CH:8][CH:9]=2)[N:4]([C:11]2[CH:16]=[CH:15][CH:14]=[CH:13][CH:12]=2)[N:3]=1.[NH2:17][C:18]1[CH:23]=[CH:22][CH:21]=[CH:20][CH:19]=1.CC(C)([O-])C.[Na+].C(P(C(C)(C)C)C1(C)CC1(C1C=CC=CC=1)C1C=CC=CC=1)(C)(C)C.[Cl-].[NH4+]. (4) Given the product [Cl:1][C:2]1[N:3]=[C:4]([NH:18][CH2:19][C:20]2[CH:25]=[CH:24][CH:23]=[CH:22][N:21]=2)[C:5]2[C:10]([C:11]3[CH:16]=[CH:15][CH:14]=[CH:13][CH:12]=3)=[CH:9][S:8][C:6]=2[N:7]=1, predict the reactants needed to synthesize it. The reactants are: [Cl:1][C:2]1[N:3]=[C:4](Cl)[C:5]2[C:10]([C:11]3[CH:16]=[CH:15][CH:14]=[CH:13][CH:12]=3)=[CH:9][S:8][C:6]=2[N:7]=1.[NH2:18][CH2:19][C:20]1[CH:25]=[CH:24][CH:23]=[CH:22][N:21]=1.C(N(CC)CC)C.CC(O)C. (5) Given the product [CH2:1]([O:3][C:4]([C:6]1[CH:7]=[N:8][N:9]2[C:14]([NH2:15])=[C:13]([C:16]3[CH:17]=[CH:18][C:19]([NH:22][S:31]([C:25]4[CH:26]=[CH:27][CH:28]=[C:29]([Cl:30])[C:24]=4[Cl:23])(=[O:33])=[O:32])=[CH:20][CH:21]=3)[CH:12]=[N:11][C:10]=12)=[O:5])[CH3:2], predict the reactants needed to synthesize it. The reactants are: [CH2:1]([O:3][C:4]([C:6]1[CH:7]=[N:8][N:9]2[C:14]([NH2:15])=[C:13]([C:16]3[CH:21]=[CH:20][C:19]([NH2:22])=[CH:18][CH:17]=3)[CH:12]=[N:11][C:10]=12)=[O:5])[CH3:2].[Cl:23][C:24]1[C:29]([Cl:30])=[CH:28][CH:27]=[CH:26][C:25]=1[S:31](Cl)(=[O:33])=[O:32].O. (6) Given the product [F:41][C:2]([F:1])([F:40])[C:3]1[CH:4]=[C:5]([C:13]([CH3:39])([CH3:38])[C:14]([N:16]([C:17]2[CH:18]=[N:19][C:20]([N:30]3[CH2:35][CH2:34][O:33][CH2:32][CH:31]3[OH:36])=[CH:21][C:22]=2[C:23]2[CH:28]=[CH:27][CH:26]=[CH:25][C:24]=2[CH3:29])[CH3:37])=[O:15])[CH:6]=[C:7]([C:9]([F:10])([F:11])[F:12])[CH:8]=1, predict the reactants needed to synthesize it. The reactants are: [F:1][C:2]([F:41])([F:40])[C:3]1[CH:4]=[C:5]([C:13]([CH3:39])([CH3:38])[C:14]([N:16]([CH3:37])[C:17]2[CH:18]=[N:19][C:20]([N:30]3[CH2:35][CH2:34][O:33][CH2:32][C:31]3=[O:36])=[CH:21][C:22]=2[C:23]2[CH:28]=[CH:27][CH:26]=[CH:25][C:24]=2[CH3:29])=[O:15])[CH:6]=[C:7]([C:9]([F:12])([F:11])[F:10])[CH:8]=1.O.O.O.O.O.O.O.[Cl-].[Ce+3].[Cl-].[Cl-].[BH4-].[Na+].CC(C)=O.